This data is from Reaction yield outcomes from USPTO patents with 853,638 reactions. The task is: Predict the reaction yield, written as a fraction of the theoretical maximum amount of product (1.0 means a 100% yield; for example, 0.34 means a 34% yield). The reactants are COC1C=CC(C[O:8][C:9]2[CH:10]=[C:11]([CH:15]=[CH:16][N:17]=2)[C:12]([OH:14])=[O:13])=CC=1.C1(OC)C=CC=CC=1. The catalyst is FC(F)(F)C(O)=O. The product is [O:8]=[C:9]1[CH:10]=[C:11]([C:12]([OH:14])=[O:13])[CH:15]=[CH:16][NH:17]1. The yield is 0.600.